The task is: Predict the reactants needed to synthesize the given product.. This data is from Full USPTO retrosynthesis dataset with 1.9M reactions from patents (1976-2016). (1) Given the product [NH2:1][C:2]1[C:7]([NH2:8])=[CH:6][C:5]([C:11]2[C:12]([CH3:17])=[N:13][O:14][C:15]=2[CH3:16])=[CH:4][C:3]=1[S:18]([NH:21][CH:22]1[CH2:26][CH2:25][CH2:24][CH2:23]1)(=[O:19])=[O:20], predict the reactants needed to synthesize it. The reactants are: [NH2:1][C:2]1[C:7]([N+:8]([O-])=O)=[CH:6][C:5]([C:11]2[C:12]([CH3:17])=[N:13][O:14][C:15]=2[CH3:16])=[CH:4][C:3]=1[S:18]([NH:21][CH:22]1[CH2:26][CH2:25][CH2:24][CH2:23]1)(=[O:20])=[O:19]. (2) The reactants are: [CH3:1][N:2]1[C:6]([C:7]2[CH:12]=[CH:11][CH:10]=[CH:9][CH:8]=2)=[CH:5][CH:4]=[C:3]1[C:13]1[CH:14]=[C:15]2[C:20](=[CH:21][CH:22]=1)[CH:19]=[C:18]([O:23][CH2:24][C:25]#[N:26])[CH:17]=[CH:16]2.[Cl-].[NH4+].[N-:29]=[N+:30]=[N-:31].[Na+]. Given the product [CH3:1][N:2]1[C:6]([C:7]2[CH:8]=[CH:9][CH:10]=[CH:11][CH:12]=2)=[CH:5][CH:4]=[C:3]1[C:13]1[CH:14]=[C:15]2[C:20](=[CH:21][CH:22]=1)[CH:19]=[C:18]([O:23][CH2:24][C:25]1[NH:31][N:30]=[N:29][N:26]=1)[CH:17]=[CH:16]2, predict the reactants needed to synthesize it. (3) Given the product [O:17]1[CH2:18][CH:15]([C:12]2[CH:13]=[CH:14][C:9]([OH:20])=[CH:10][CH:11]=2)[CH2:16]1, predict the reactants needed to synthesize it. The reactants are: CC1(C)C(C)(C)OB([C:9]2[CH:14]=[CH:13][C:12]([CH:15]3[CH2:18][O:17][CH2:16]3)=[CH:11][CH:10]=2)O1.[OH-:20].[Na+].OO.Cl. (4) Given the product [Cl:9][C:4]1[N:5]=[C:6]([Cl:8])[N:7]=[C:2]([NH:10][CH2:11][CH2:12][N:13]2[CH2:18][CH2:17][CH2:16][CH2:15][CH2:14]2)[N:3]=1, predict the reactants needed to synthesize it. The reactants are: Cl[C:2]1[N:7]=[C:6]([Cl:8])[N:5]=[C:4]([Cl:9])[N:3]=1.[NH2:10][CH2:11][CH2:12][N:13]1[CH2:18][CH2:17][CH2:16][CH2:15][CH2:14]1. (5) Given the product [CH3:47][C:35]1[N:34]([CH2:33][C:30]2[CH:31]=[CH:32][C:27]([C:22]3[C:21]([C:19]([OH:20])=[O:18])=[CH:26][CH:25]=[CH:24][CH:23]=3)=[CH:28][CH:29]=2)[C:42]2[C:37]([C:36]=1[CH3:46])=[CH:38][C:39]([C:43](=[O:44])[NH:13][C@@H:11]([C:4]1[C:5]([F:10])=[CH:6][CH:7]=[C:8]([F:9])[C:3]=1[F:2])[CH3:12])=[CH:40][CH:41]=2, predict the reactants needed to synthesize it. The reactants are: Cl.[F:2][C:3]1[C:8]([F:9])=[CH:7][CH:6]=[C:5]([F:10])[C:4]=1[C@H:11]([NH2:13])[CH3:12].C([O:18][C:19]([C:21]1[CH:26]=[CH:25][CH:24]=[CH:23][C:22]=1[C:27]1[CH:32]=[CH:31][C:30]([CH2:33][N:34]2[C:42]3[C:37](=[CH:38][C:39]([C:43](O)=[O:44])=[CH:40][CH:41]=3)[C:36]([CH3:46])=[C:35]2[CH3:47])=[CH:29][CH:28]=1)=[O:20])(C)(C)C. (6) The reactants are: I[C:2]1[CH:7]=[CH:6][CH:5]=[C:4]([CH3:8])[C:3]=1[C:9]1[C:14]([CH3:15])=[CH:13][CH:12]=[CH:11][C:10]=1I. Given the product [CH3:8][C:4]1[C:3]2[C:9]3[C:10](=[CH:11][CH:12]=[CH:13][C:14]=3[CH3:15])[C:2]=2[CH:7]=[CH:6][CH:5]=1, predict the reactants needed to synthesize it. (7) Given the product [CH3:3][C:4]1[C:13]2[C:8](=[C:9]([C:18](=[O:20])[CH:19]=[CH:27][C:26]3[CH:29]=[C:30]([O:34][CH3:35])[C:31]([O:32][CH3:33])=[C:24]([O:23][CH3:22])[CH:25]=3)[C:10]([O:14][CH2:15][C:16]#[CH:17])=[CH:11][CH:12]=2)[O:7][C:6](=[O:21])[CH:5]=1, predict the reactants needed to synthesize it. The reactants are: [OH-].[K+].[CH3:3][C:4]1[C:13]2[C:8](=[C:9]([C:18](=[O:20])[CH3:19])[C:10]([O:14][CH2:15][C:16]#[CH:17])=[CH:11][CH:12]=2)[O:7][C:6](=[O:21])[CH:5]=1.[CH3:22][O:23][C:24]1[CH:25]=[C:26]([CH:29]=[C:30]([O:34][CH3:35])[C:31]=1[O:32][CH3:33])[CH:27]=O. (8) Given the product [F:22][C:19]1[CH:20]=[CH:21][C:16]([C:7]2[C:6]([C:23]#[C:24][C:25]3[CH:30]=[CH:29][CH:28]=[CH:27][CH:26]=3)=[C:5]([NH:4][C:1](=[O:3])[CH3:2])[N:9]([CH2:10][CH2:11][OH:12])[N:8]=2)=[CH:17][CH:18]=1, predict the reactants needed to synthesize it. The reactants are: [C:1]([NH:4][C:5]1[N:9]([CH2:10][C:11](OCC)=[O:12])[N:8]=[C:7]([C:16]2[CH:21]=[CH:20][C:19]([F:22])=[CH:18][CH:17]=2)[C:6]=1[C:23]#[C:24][C:25]1[CH:30]=[CH:29][CH:28]=[CH:27][CH:26]=1)(=[O:3])[CH3:2].[BH4-].[Na+].